This data is from Catalyst prediction with 721,799 reactions and 888 catalyst types from USPTO. The task is: Predict which catalyst facilitates the given reaction. (1) Reactant: Cl[C:2]1[CH:11]=[CH:10][N:9]=[C:8]2[C:3]=1[C:4]1[CH2:16][CH2:15][CH2:14][CH2:13][C:5]=1[C:6](=[O:12])[NH:7]2.[NH2:17][C:18]1[CH:23]=[CH:22][C:21]([OH:24])=[CH:20][CH:19]=1.C(=O)([O-])[O-].[Cs+].[Cs+]. Product: [NH2:17][C:18]1[CH:23]=[CH:22][C:21]([O:24][C:2]2[CH:11]=[CH:10][N:9]=[C:8]3[C:3]=2[C:4]2[CH2:16][CH2:15][CH2:14][CH2:13][C:5]=2[C:6](=[O:12])[NH:7]3)=[CH:20][CH:19]=1. The catalyst class is: 18. (2) Reactant: [NH2:1][CH:2]([C:4]1[C:9]([C:10]2[CH:15]=[CH:14][CH:13]=[CH:12][CH:11]=2)=[N:8][N:7]([CH2:16][C:17]2[CH:22]=[CH:21][CH:20]=[CH:19][CH:18]=2)[C:6](=[O:23])[CH:5]=1)[CH3:3].Br[C:25]1[N:33]=[CH:32][N:31]=[C:30]2[C:26]=1[NH:27][CH:28]=[N:29]2.CCN(C(C)C)C(C)C. Product: [CH2:16]([N:7]1[C:6](=[O:23])[CH:5]=[C:4]([CH:2]([NH:1][C:25]2[N:33]=[CH:32][N:31]=[C:30]3[C:26]=2[N:27]=[CH:28][NH:29]3)[CH3:3])[C:9]([C:10]2[CH:15]=[CH:14][CH:13]=[CH:12][CH:11]=2)=[N:8]1)[C:17]1[CH:22]=[CH:21][CH:20]=[CH:19][CH:18]=1. The catalyst class is: 218.